This data is from Full USPTO retrosynthesis dataset with 1.9M reactions from patents (1976-2016). The task is: Predict the reactants needed to synthesize the given product. (1) The reactants are: [Cu][C:2]#[N:3].[C:4]([O:12][C@@H:13]1[C@H:17]([O:18][C:19](=[O:26])[C:20]2[CH:25]=[CH:24][CH:23]=[CH:22][CH:21]=2)[C@@H:16]([C:27]([NH:29][CH2:30][CH3:31])=[O:28])[O:15][C@H:14]1[N:32]1[CH:40]=[N:39][C:38]2[C:33]1=[N:34][C:35](I)=[N:36][C:37]=2[NH:41][CH2:42][CH:43]([C:51]1[CH:56]=[CH:55][C:54]([Cl:57])=[CH:53][CH:52]=1)[C:44]1[CH:49]=[CH:48][C:47]([Cl:50])=[CH:46][CH:45]=1)(=[O:11])[C:5]1[CH:10]=[CH:9][CH:8]=[CH:7][CH:6]=1. Given the product [C:4]([O:12][C@@H:13]1[C@H:17]([O:18][C:19](=[O:26])[C:20]2[CH:21]=[CH:22][CH:23]=[CH:24][CH:25]=2)[C@@H:16]([C:27]([NH:29][CH2:30][CH3:31])=[O:28])[O:15][C@H:14]1[N:32]1[CH:40]=[N:39][C:38]2[C:33]1=[N:34][C:35]([C:2]#[N:3])=[N:36][C:37]=2[NH:41][CH2:42][CH:43]([C:44]1[CH:45]=[CH:46][C:47]([Cl:50])=[CH:48][CH:49]=1)[C:51]1[CH:56]=[CH:55][C:54]([Cl:57])=[CH:53][CH:52]=1)(=[O:11])[C:5]1[CH:10]=[CH:9][CH:8]=[CH:7][CH:6]=1, predict the reactants needed to synthesize it. (2) Given the product [CH3:10][CH:9]([O:8][C:7](=[O:12])[NH:6][C:1](=[O:5])[CH2:2][C@@H:3]([NH:18][C:17]1[CH:19]=[CH:20][C:14]([Br:13])=[CH:15][CH:16]=1)[CH3:4])[CH3:11], predict the reactants needed to synthesize it. The reactants are: [C:1]([NH:6][C:7](=[O:12])[O:8][CH:9]([CH3:11])[CH3:10])(=[O:5])/[CH:2]=[CH:3]/[CH3:4].[Br:13][C:14]1[CH:20]=[CH:19][C:17]([NH2:18])=[CH:16][CH:15]=1. (3) Given the product [Cl:16][C:17]1[CH:22]=[C:21]([O:13][CH:10]2[CH2:11][O:12][CH:7]([C:1]3[CH:2]=[CH:3][CH:4]=[CH:5][CH:6]=3)[O:8][CH2:9]2)[N:20]=[C:19]([S:24][CH2:25][C:26]2[CH:31]=[CH:30][CH:29]=[C:28]([F:32])[C:27]=2[F:33])[N:18]=1, predict the reactants needed to synthesize it. The reactants are: [C:1]1([CH:7]2[O:12][CH2:11][CH:10]([OH:13])[CH2:9][O:8]2)[CH:6]=[CH:5][CH:4]=[CH:3][CH:2]=1.[H-].[Na+].[Cl:16][C:17]1[CH:22]=[C:21](Cl)[N:20]=[C:19]([S:24][CH2:25][C:26]2[CH:31]=[CH:30][CH:29]=[C:28]([F:32])[C:27]=2[F:33])[N:18]=1.